Dataset: Full USPTO retrosynthesis dataset with 1.9M reactions from patents (1976-2016). Task: Predict the reactants needed to synthesize the given product. (1) Given the product [Cl:1][C:2]1[CH:3]=[C:4]([CH:31]=[C:32]([C:35]([F:36])([F:37])[F:38])[C:33]=1[OH:34])[CH2:5][C@@H:6]([CH2:10][C:11]([N:12]1[CH2:13][CH2:14][CH:15]([N:18]2[CH2:24][CH2:23][C:22]3[CH:25]=[CH:26][CH:27]=[CH:28][C:21]=3[NH:20][C:19]2=[O:29])[CH2:16][CH2:17]1)=[O:30])[C:7]([N:39]1[CH2:44][CH2:43][CH:42]([N:45]2[CH2:50][CH2:49][O:48][CH2:47][CH2:46]2)[CH2:41][CH2:40]1)=[O:9], predict the reactants needed to synthesize it. The reactants are: [Cl:1][C:2]1[CH:3]=[C:4]([CH:31]=[C:32]([C:35]([F:38])([F:37])[F:36])[C:33]=1[OH:34])[CH2:5][C@@H:6]([CH2:10][C:11](=[O:30])[N:12]1[CH2:17][CH2:16][CH:15]([N:18]2[CH2:24][CH2:23][C:22]3[CH:25]=[CH:26][CH:27]=[CH:28][C:21]=3[NH:20][C:19]2=[O:29])[CH2:14][CH2:13]1)[C:7]([OH:9])=O.[NH:39]1[CH2:44][CH2:43][CH:42]([N:45]2[CH2:50][CH2:49][O:48][CH2:47][CH2:46]2)[CH2:41][CH2:40]1. (2) Given the product [CH:27]1([C:8]2[CH:7]=[C:6]([CH2:15][O:16][Si:17]([CH:24]([CH3:26])[CH3:25])([CH:21]([CH3:23])[CH3:22])[CH:18]([CH3:20])[CH3:19])[N:5]=[C:4]([O:3][CH2:1][CH3:2])[C:9]=2[O:10][CH2:11][O:12][CH3:13])[CH2:29][CH2:28]1, predict the reactants needed to synthesize it. The reactants are: [CH2:1]([O:3][C:4]1[C:9]([O:10][CH2:11][O:12][CH3:13])=[C:8](I)[CH:7]=[C:6]([CH2:15][O:16][Si:17]([CH:24]([CH3:26])[CH3:25])([CH:21]([CH3:23])[CH3:22])[CH:18]([CH3:20])[CH3:19])[N:5]=1)[CH3:2].[CH:27]1(B(O)O)[CH2:29][CH2:28]1.C1(P(C2CCCCC2)C2C=CC=CC=2C2C(OC)=CC=CC=2OC)CCCCC1.C(=O)([O-])[O-].[Na+].[Na+]. (3) Given the product [N:24]([CH2:6][CH:7]1[CH2:8][N:9]([CH2:13][C:14]2[CH:19]=[CH:18][C:17]([O:20][CH3:21])=[CH:16][C:15]=2[O:22][CH3:23])[C:10](=[O:12])[CH2:11]1)=[N+:25]=[N-:26], predict the reactants needed to synthesize it. The reactants are: CS(O[CH2:6][CH:7]1[CH2:11][C:10](=[O:12])[N:9]([CH2:13][C:14]2[CH:19]=[CH:18][C:17]([O:20][CH3:21])=[CH:16][C:15]=2[O:22][CH3:23])[CH2:8]1)(=O)=O.[N-:24]=[N+:25]=[N-:26].[Na+].[I-].[Na+]. (4) Given the product [Br:1][C:2]1[C:3]([CH2:8][C:14]#[N:15])=[N:4][CH:5]=[CH:6][CH:7]=1, predict the reactants needed to synthesize it. The reactants are: [Br:1][C:2]1[C:3]([CH2:8]Br)=[N:4][CH:5]=[CH:6][CH:7]=1.C(O)C.O.[C-:14]#[N:15].[Na+].